Task: Predict which catalyst facilitates the given reaction.. Dataset: Catalyst prediction with 721,799 reactions and 888 catalyst types from USPTO (1) Reactant: [OH:1][CH2:2][C@H:3]1[NH:7][C:6](=[O:8])[CH2:5][CH2:4]1.N1C=CN=C1.[Si:14](Cl)([C:17]([CH3:20])([CH3:19])[CH3:18])([CH3:16])[CH3:15]. Product: [Si:14]([O:1][CH2:2][C@H:3]1[NH:7][C:6](=[O:8])[CH2:5][CH2:4]1)([C:17]([CH3:20])([CH3:19])[CH3:18])([CH3:16])[CH3:15]. The catalyst class is: 2. (2) Reactant: BrC1C=C2[C:8](=[CH:9][CH:10]=1)NC(C(O)=O)=C2.[CH2:28]1[CH2:29][N:25]([P+](Br)([N:25]2[CH2:29][CH2:28][CH2:27][CH2:26]2)[N:25]2[CH2:29][CH2:28][CH2:27][CH2:26]2)[CH2:26][CH2:27]1.F[P-](F)(F)(F)(F)F.[C:38]([NH:47][NH2:48])(=[O:46])C1C(=CC=CC=1)N.C(O)(C(F)(F)F)=O.C(Cl)Cl. Product: [NH2:48][N:47]1[C:27]2[C:28](=[CH:10][CH:9]=[CH:8][CH:26]=2)[CH:29]=[N:25][C:38]1=[O:46]. The catalyst class is: 239. (3) Reactant: [NH2:1][C:2]1([CH2:7][OH:8])[CH2:6][CH2:5][CH2:4][CH2:3]1.[F:9][C:10]1[CH:26]=[CH:25][C:13]([CH2:14][N:15]2[C:23]3[C:18](=[N:19][CH:20]=[CH:21][CH:22]=3)[C:17](I)=[CH:16]2)=[CH:12][CH:11]=1.CC1(C)C2C(=C(P(C3C=CC=CC=3)C3C=CC=CC=3)C=CC=2)[O:48][C:30]2C(P(C3C=CC=CC=3)C3C=CC=CC=3)=CC=CC1=2. Product: [F:9][C:10]1[CH:26]=[CH:25][C:13]([CH2:14][N:15]2[C:23]3[C:18](=[N:19][CH:20]=[CH:21][CH:22]=3)[C:17]([C:30]([NH:1][C:2]3([CH2:7][OH:8])[CH2:6][CH2:5][CH2:4][CH2:3]3)=[O:48])=[CH:16]2)=[CH:12][CH:11]=1. The catalyst class is: 167.